This data is from Full USPTO retrosynthesis dataset with 1.9M reactions from patents (1976-2016). The task is: Predict the reactants needed to synthesize the given product. (1) The reactants are: [F:1][C:2]1[CH:3]=[C:4]([C:9](=[O:23])[C@@H:10]([NH:12][C:13](=[O:22])[O:14][CH2:15][C:16]2[CH:21]=[CH:20][CH:19]=[CH:18][CH:17]=2)[CH3:11])[CH:5]=[C:6]([F:8])[CH:7]=1.CCC(C)[BH-](C(C)CC)C(C)CC.[Li+].Cl. Given the product [F:1][C:2]1[CH:3]=[C:4]([C@H:9]([OH:23])[C@@H:10]([NH:12][C:13](=[O:22])[O:14][CH2:15][C:16]2[CH:17]=[CH:18][CH:19]=[CH:20][CH:21]=2)[CH3:11])[CH:5]=[C:6]([F:8])[CH:7]=1, predict the reactants needed to synthesize it. (2) Given the product [C:1]([O:5][C:6]([NH:8][C@@H:9]1[CH2:14][CH2:13][CH2:12][C@H:11]([C:15]([O:17][CH3:18])=[O:16])[CH2:10]1)=[O:7])([CH3:4])([CH3:2])[CH3:3], predict the reactants needed to synthesize it. The reactants are: [C:1]([O:5][C:6]([NH:8][C@H:9]1[CH2:14][CH2:13][CH2:12][C@@H:11]([C:15]([OH:17])=[O:16])[CH2:10]1)=[O:7])([CH3:4])([CH3:3])[CH3:2].[C:18]([O-])([O-])=O.[K+].[K+].CI. (3) Given the product [NH2:9][C:10]1[CH:15]=[CH:14][C:13]([C:16]([C:18]2[N:22]3[CH:23]=[CH:24][CH:25]=[C:26]([O:27][CH3:1])[C:21]3=[CH:20][N:19]=2)=[O:17])=[CH:12][C:11]=1[O:28][CH3:29], predict the reactants needed to synthesize it. The reactants are: [C:1](=O)([O-])[O-].[Cs+].[Cs+].CI.[NH2:9][C:10]1[CH:15]=[CH:14][C:13]([C:16]([C:18]2[N:22]3[CH:23]=[CH:24][CH:25]=[C:26]([OH:27])[C:21]3=[CH:20][N:19]=2)=[O:17])=[CH:12][C:11]=1[O:28][CH3:29].C(=O)([O-])O.[Na+]. (4) Given the product [Cl:34][C:12]1[CH:17]=[CH:16][C:15]([N+:18]([O-:20])=[O:19])=[C:14]([CH:13]=1)[C:21]([N:22]([CH3:24])[CH3:23])=[O:25], predict the reactants needed to synthesize it. The reactants are: COC(=O)C([C:12]1[CH:17]=[CH:16][C:15]([N+:18]([O-:20])=[O:19])=[C:14]([C:21](=[O:25])[N:22]([CH3:24])[CH3:23])[CH:13]=1)C(OC(C)(C)C)=O.FC(F)(F)C(O)=O.[Cl:34]CCl. (5) Given the product [C:4]([O:3][C:1]([N:8]1[CH2:13][CH2:12][CH:11]([NH:19][CH2:18][CH2:17][O:16][CH3:15])[CH2:10][CH2:9]1)=[O:2])([CH3:7])([CH3:6])[CH3:5], predict the reactants needed to synthesize it. The reactants are: [C:1]([N:8]1[CH2:13][CH2:12][C:11](=O)[CH2:10][CH2:9]1)([O:3][C:4]([CH3:7])([CH3:6])[CH3:5])=[O:2].[CH3:15][O:16][CH2:17][CH2:18][NH2:19].[BH4-].[Na+]. (6) Given the product [CH2:1]([O:3][C:4](=[O:14])[CH2:5][CH:6]([CH:7]1[CH2:11][O:10][C:9]([CH3:13])([CH3:12])[O:8]1)[CH2:18][N+:15]([O-:17])=[O:16])[CH3:2], predict the reactants needed to synthesize it. The reactants are: [CH2:1]([O:3][C:4](=[O:14])[CH:5]=[CH:6][CH:7]1[CH2:11][O:10][C:9]([CH3:13])([CH3:12])[O:8]1)[CH3:2].[N+:15]([CH3:18])([O-:17])=[O:16].